This data is from Full USPTO retrosynthesis dataset with 1.9M reactions from patents (1976-2016). The task is: Predict the reactants needed to synthesize the given product. (1) The reactants are: C[O:2][C:3](=[O:43])[C@@H:4](OCC1C=CC=CC=1)[CH2:5][N:6](N=C=O)[C:7]([C@@H:9]1[CH2:14][CH2:13][CH2:12][N:11]([C:15](=[O:31])[CH2:16][CH2:17][CH:18]2[CH2:23][CH2:22][N:21]([C:24]([O:26][C:27]([CH3:30])([CH3:29])[CH3:28])=[O:25])[CH2:20][CH2:19]2)[CH2:10]1)=[O:8]. Given the product [C:27]([O:26][C:24]([N:21]1[CH2:22][CH2:23][CH:18]([CH2:17][CH2:16][C:15]([N:11]2[CH2:12][CH2:13][CH2:14][C@@H:9]([C:7]([NH:6][CH2:5][C@H:4]([NH:6][C:7](=[O:8])[CH3:9])[C:3]([OH:2])=[O:43])=[O:8])[CH2:10]2)=[O:31])[CH2:19][CH2:20]1)=[O:25])([CH3:30])([CH3:29])[CH3:28], predict the reactants needed to synthesize it. (2) Given the product [Br:1][C:2]1[CH:3]=[CH:4][C:5]([N:8]2[C:18](=[O:20])[C:17]3[CH:16]=[CH:15][N:14]=[CH:13][C:12]=3[N:11]([CH3:22])[C:9]2=[O:10])=[N:6][CH:7]=1, predict the reactants needed to synthesize it. The reactants are: [Br:1][C:2]1[CH:3]=[CH:4][C:5]([NH:8][C:9]([NH:11][C:12]2[CH:13]=[N:14][CH:15]=[CH:16][C:17]=2[C:18]([O:20]C)=O)=[O:10])=[N:6][CH:7]=1.[C:22](=O)([O-])[O-].[K+].[K+].COS(C1C=CC(C)=CC=1)(=O)=O. (3) Given the product [NH2:11][CH2:12][CH2:13][CH2:14][CH2:15][CH2:16][CH2:58][CH2:57][NH:56][C:54](=[O:55])[CH2:53][O:52][CH2:51][C:50]([NH:49][C@H:32]1[CH2:31][CH2:30][C@:29]2([OH:28])[C@@:34]34[C:45]5[C:40](=[CH:41][CH:42]=[C:43]([OH:47])[C:44]=5[O:46][C@@H:33]13)[CH2:39][CH:38]2[N:37]([CH3:48])[CH2:36][CH2:35]4)=[O:75], predict the reactants needed to synthesize it. The reactants are: O=C([NH:11][CH2:12][CH2:13][CH2:14][CH2:15][CH2:16]CCNC(=O)COCC(O)=O)OCC1C=CC=CC=1.[OH:28][C@:29]12[CH:38]3[CH2:39][C:40]4[C:45]5[C@@:34]1([CH2:35][CH2:36][N:37]3[CH3:48])[C@@H:33]([O:46][C:44]=5[C:43]([OH:47])=[CH:42][CH:41]=4)[C@@H:32]([NH:49][C:50](=[O:75])[CH2:51][O:52][CH2:53][C:54]([NH:56][CH2:57][CH2:58]OC1C=CC=C(C#CC3C=CC=C(C)N=3)C=1)=[O:55])[CH2:31][CH2:30]2.CCOC1N(C(OCC)=O)C2C(=CC=CC=2)C=C1. (4) The reactants are: [CH3:1][O:2][C:3]1[CH:8]=[CH:7][C:6]([NH:9][S:10]([C:13]2[CH:21]=[CH:20][C:16]([C:17](O)=[O:18])=[CH:15][CH:14]=2)(=[O:12])=[O:11])=[CH:5][CH:4]=1.[N:22]1[CH:27]=[CH:26][CH:25]=[CH:24][C:23]=1[C:28]1[N:29]=[C:30]([NH2:33])[S:31][CH:32]=1. Given the product [CH3:1][O:2][C:3]1[CH:8]=[CH:7][C:6]([NH:9][S:10]([C:13]2[CH:21]=[CH:20][C:16]([C:17]([NH:33][C:30]3[S:31][CH:32]=[C:28]([C:23]4[CH:24]=[CH:25][CH:26]=[CH:27][N:22]=4)[N:29]=3)=[O:18])=[CH:15][CH:14]=2)(=[O:11])=[O:12])=[CH:5][CH:4]=1, predict the reactants needed to synthesize it. (5) Given the product [NH2:20][C:18]1[CH:17]=[CH:16][C:14]2[N:15]=[C:11]([NH:10][C:8](=[O:9])[C:7]3[CH:6]=[CH:5][C:4]([CH3:3])=[CH:24][CH:23]=3)[S:12][C:13]=2[CH:19]=1, predict the reactants needed to synthesize it. The reactants are: [BH4-].[Na+].[CH3:3][C:4]1[CH:24]=[CH:23][C:7]([C:8]([NH:10][C:11]2[S:12][C:13]3[CH:19]=[C:18]([N+:20]([O-])=O)[CH:17]=[CH:16][C:14]=3[N:15]=2)=[O:9])=[CH:6][CH:5]=1.C(OC(C)C)(C)C. (6) Given the product [C:1]([CH:5]1[C:6]2[N:18]=[CH:16][N:17]=[CH:12][C:7]=2[CH2:8][CH2:9][CH2:10]1)([CH3:4])([CH3:3])[CH3:2], predict the reactants needed to synthesize it. The reactants are: [C:1]([CH:5]1[CH2:10][CH2:9][CH2:8][CH2:7][C:6]1=O)([CH3:4])([CH3:3])[CH3:2].[C:12](O)(=O)C.[CH:16]([NH2:18])=[NH:17]. (7) Given the product [F:1][C:2]1[CH:10]=[C:9]([F:11])[C:8]([I:12])=[CH:7][C:3]=1[C:4]([OH:6])=[O:5], predict the reactants needed to synthesize it. The reactants are: [F:1][C:2]1[CH:10]=[C:9]([F:11])[CH:8]=[CH:7][C:3]=1[C:4]([OH:6])=[O:5].[I:12]N1C(=O)CCC1=O.S([O-])([O-])=O.[Na+].[Na+]. (8) Given the product [CH2:5]([O:12][C:13](=[O:28])[NH:14][C:15]1[C:20]([F:21])=[CH:19][C:18]([CH2:22][Br:2])=[CH:17][C:16]=1[CH2:24][CH2:25][CH2:26][CH3:27])[C:6]1[CH:11]=[CH:10][CH:9]=[CH:8][CH:7]=1, predict the reactants needed to synthesize it. The reactants are: P(Br)(Br)[Br:2].[CH2:5]([O:12][C:13](=[O:28])[NH:14][C:15]1[C:20]([F:21])=[CH:19][C:18]([CH2:22]O)=[CH:17][C:16]=1[CH2:24][CH2:25][CH2:26][CH3:27])[C:6]1[CH:11]=[CH:10][CH:9]=[CH:8][CH:7]=1.CO. (9) Given the product [C:21]1([C:12]2[CH:13]=[C:14]3[O:19][CH2:18][CH2:17][NH:16][C:15]3=[C:10]([NH2:7])[CH:11]=2)[CH:22]=[CH:23][CH:24]=[CH:25][CH:26]=1, predict the reactants needed to synthesize it. The reactants are: [H-].[Al+3].[Li+].[H-].[H-].[H-].[N+:7]([C:10]1[C:15]2[NH:16][C:17](=O)[CH2:18][O:19][C:14]=2[CH:13]=[C:12]([C:21]2[CH:26]=[CH:25][CH:24]=[CH:23][CH:22]=2)[CH:11]=1)([O-])=O.[OH-].[Na+].C(=O)([O-])[O-].[K+].[K+]. (10) The reactants are: [CH3:1][O:2][CH2:3][O:4][CH2:5][C@@H:6]1[C@@H:11]2[CH2:12][CH2:13][C@@H:8]([C@@H:9]([OH:14])[CH2:10]2)[N:7]1[C@@H](C1C=CC=CC=1)C.[CH3:35][C:34]([O:33][C:31](O[C:31]([O:33][C:34]([CH3:37])([CH3:36])[CH3:35])=[O:32])=[O:32])([CH3:37])[CH3:36].N#N. Given the product [OH:14][C@@H:9]1[C@@H:8]2[CH2:13][CH2:12][C@@H:11]([C@@H:6]([CH2:5][O:4][CH2:3][O:2][CH3:1])[N:7]2[C:31]([O:33][C:34]([CH3:35])([CH3:36])[CH3:37])=[O:32])[CH2:10]1, predict the reactants needed to synthesize it.